Dataset: Forward reaction prediction with 1.9M reactions from USPTO patents (1976-2016). Task: Predict the product of the given reaction. (1) Given the reactants [CH2:1]([N:8]1[CH2:13][CH2:12][C:11]([CH3:15])(O)[CH2:10][CH2:9]1)[C:2]1[CH:7]=[CH:6][CH:5]=[CH:4][CH:3]=1.S(=O)(=O)(O)[OH:17].[C:21](#[N:23])[CH3:22], predict the reaction product. The product is: [CH2:1]([N:8]1[CH2:13][CH2:12][C:11]([NH:23][C:21](=[O:17])[CH3:22])([CH3:15])[CH2:10][CH2:9]1)[C:2]1[CH:7]=[CH:6][CH:5]=[CH:4][CH:3]=1. (2) Given the reactants B.[Na].[CH2:3]([CH:8]1[CH2:12][CH2:11][CH:10]([CH:13]2[CH2:17][CH2:16][CH2:15][CH2:14]2)[C:9]1=[O:18])[CH2:4][CH2:5][CH2:6][CH3:7].Cl, predict the reaction product. The product is: [CH2:3]([CH:8]1[CH2:12][CH2:11][CH:10]([CH:13]2[CH2:17][CH2:16][CH2:15][CH2:14]2)[CH:9]1[OH:18])[CH2:4][CH2:5][CH2:6][CH3:7]. (3) Given the reactants [C:1]([C:3]1[CH:4]=[C:5]([C:16](=[O:24])[C:17]2[CH:22]=[CH:21][CH:20]=[C:19]([OH:23])[CH:18]=2)[N:6]2[C:15]3[C:10](=[CH:11][CH:12]=[CH:13][CH:14]=3)[CH:9]=[CH:8][C:7]=12)#[N:2].Cl.Cl[CH2:27][CH2:28][N:29]1[CH2:34][CH2:33][O:32][CH2:31][CH2:30]1.C(=O)([O-])[O-].[K+].[K+], predict the reaction product. The product is: [C:1]([C:3]1[CH:4]=[C:5]([C:16](=[O:24])[C:17]2[CH:22]=[CH:21][CH:20]=[C:19]([O:23][CH2:27][CH2:28][N:29]3[CH2:34][CH2:33][O:32][CH2:31][CH2:30]3)[CH:18]=2)[N:6]2[C:15]3[C:10](=[CH:11][CH:12]=[CH:13][CH:14]=3)[CH:9]=[CH:8][C:7]=12)#[N:2]. (4) The product is: [CH3:19][O:18][C:16]([C:3]1[C:2]([B:24]2[O:28][C:27]([CH3:30])([CH3:29])[C:26]([CH3:32])([CH3:31])[O:25]2)=[CH:6][N:5]([CH2:7][C:8]2[CH:13]=[CH:12][C:11]([O:14][CH3:15])=[CH:10][CH:9]=2)[N:4]=1)=[O:17]. Given the reactants I[C:2]1[C:3]([C:16]([O:18][CH3:19])=[O:17])=[N:4][N:5]([CH2:7][C:8]2[CH:13]=[CH:12][C:11]([O:14][CH3:15])=[CH:10][CH:9]=2)[CH:6]=1.C(O[B:24]1[O:28][C:27]([CH3:30])([CH3:29])[C:26]([CH3:32])([CH3:31])[O:25]1)(C)C.[Li]C, predict the reaction product. (5) Given the reactants [Br:1][C:2]1[CH:10]=[CH:9][C:5]([C:6](Cl)=O)=[C:4]([Cl:11])[CH:3]=1.Cl[C:13]1[CH:18]=[CH:17][C:16]([C:19]#[N:20])=[CH:15][N:14]=1.ClC1C=C(Cl)C=CC=1C1[C:34]([C:35]2[NH:36][CH:37]=[CH:38][N:39]=2)=[CH:33][N:32]=[C:31]([NH:40][CH2:41][CH2:42][NH:43]C2C=CC([N+]([O-])=O)=CN=2)[N:30]=1, predict the reaction product. The product is: [Br:1][C:2]1[CH:10]=[CH:9][C:5]([C:6]2[C:34]([C:35]3[NH:36][CH:37]=[CH:38][N:39]=3)=[CH:33][N:32]=[C:31]([NH:40][CH2:41][CH2:42][NH:43][C:13]3[N:14]=[CH:15][C:16]([C:19]#[N:20])=[CH:17][CH:18]=3)[N:30]=2)=[C:4]([Cl:11])[CH:3]=1. (6) Given the reactants [Br:1][C:2]1[C:10]2[C:5](=[CH:6][CH:7]=[CH:8][C:9]=2[N+:11]([O-:13])=[O:12])[NH:4][N:3]=1.C(=O)([O-])[O-].[K+].[K+].Cl.Cl[CH2:22][C:23]1[CH:27]=[CH:26][N:25]([CH:28]([CH3:30])[CH3:29])[N:24]=1, predict the reaction product. The product is: [Br:1][C:2]1[C:10]2[C:5](=[CH:6][CH:7]=[CH:8][C:9]=2[N+:11]([O-:13])=[O:12])[N:4]([CH2:22][C:23]2[CH:27]=[CH:26][N:25]([CH:28]([CH3:30])[CH3:29])[N:24]=2)[N:3]=1. (7) Given the reactants [CH2:1]([NH:3][C:4]([N:6]1[CH2:10][CH:9]([CH2:11][CH3:12])[CH:8]=[N:7]1)=[S:5])[CH3:2].I[CH3:14], predict the reaction product. The product is: [CH3:14][S:5][C:4]([N:6]1[CH2:10][CH:9]([CH2:11][CH3:12])[CH:8]=[N:7]1)=[N:3][CH2:1][CH3:2]. (8) Given the reactants [CH2:1]([O:5][C:6]1[CH:11]=[C:10]([NH:12][CH2:13][CH3:14])[N:9]=[CH:8][N:7]=1)[C:2]#[C:3][CH3:4].Br[CH2:16][C:17]#CC.[H-].[Na+].CN(C)C=O.O1CC[CH2:29][CH2:28]1, predict the reaction product. The product is: [CH2:1]([O:5][C:6]1[CH:11]=[C:10]([N:12]([CH2:28][CH3:29])[CH2:13][C:14]#[C:16][CH3:17])[N:9]=[CH:8][N:7]=1)[C:2]#[C:3][CH3:4]. (9) Given the reactants [O:1]1[CH2:5][CH2:4][O:3][CH:2]1[C:6]1[CH:11]=[C:10]([O:12][CH3:13])[CH:9]=[CH:8][C:7]=1/[CH:14]=[CH:15]/[C:16]([N:18]1[C@H:22]([C:23]2[CH:28]=[CH:27][CH:26]=[CH:25][CH:24]=2)[CH2:21][O:20][C:19]1=[O:29])=[O:17].[CH2:30]1[CH2:34]O[CH2:32][CH2:31]1, predict the reaction product. The product is: [O:3]1[CH2:4][CH2:5][O:1][CH:2]1[C:6]1[CH:11]=[C:10]([O:12][CH3:13])[CH:9]=[CH:8][C:7]=1[C@H:14]([C:30]1[CH:34]=[CH:9][C:8]2[C:32](=[CH:10][CH:11]=[CH:6][CH:7]=2)[CH:31]=1)[CH2:15][C:16]([N:18]1[C@H:22]([C:23]2[CH:28]=[CH:27][CH:26]=[CH:25][CH:24]=2)[CH2:21][O:20][C:19]1=[O:29])=[O:17].